Dataset: Reaction yield outcomes from USPTO patents with 853,638 reactions. Task: Predict the reaction yield, written as a fraction of the theoretical maximum amount of product (1.0 means a 100% yield; for example, 0.34 means a 34% yield). (1) The yield is 0.620. The reactants are CCN(C(C)C)C(C)C.FC(F)(F)C(O)=O.[F:17][C:18]1[CH:23]=[CH:22][C:21]([S:24]([C@@:27]2([C:32]3[CH:37]=[CH:36][C:35]([C:38]([F:47])([C:43]([F:46])([F:45])[F:44])[C:39]([F:42])([F:41])[F:40])=[CH:34][CH:33]=3)[CH2:31][CH2:30][NH:29][CH2:28]2)(=[O:26])=[O:25])=[CH:20][C:19]=1[CH3:48].F[P-](F)(F)(F)(F)F.CN(C(N(C)C)=[N+]1C2C(=NC=CC=2)[N+]([O-])=N1)C.[Si:73]([O:80][CH2:81][CH:82]1[CH2:87][CH2:86][C:85]([O:91][CH3:92])([C:88](O)=[O:89])[CH2:84][CH2:83]1)([C:76]([CH3:79])([CH3:78])[CH3:77])([CH3:75])[CH3:74]. The catalyst is CN(C)C=O.C(OCC)(=O)C. The product is [Si:73]([O:80][CH2:81][CH:82]1[CH2:87][CH2:86][C:85]([C:88]([N:29]2[CH2:30][CH2:31][C@@:27]([S:24]([C:21]3[CH:22]=[CH:23][C:18]([F:17])=[C:19]([CH3:48])[CH:20]=3)(=[O:25])=[O:26])([C:32]3[CH:33]=[CH:34][C:35]([C:38]([F:47])([C:39]([F:42])([F:41])[F:40])[C:43]([F:44])([F:45])[F:46])=[CH:36][CH:37]=3)[CH2:28]2)=[O:89])([O:91][CH3:92])[CH2:84][CH2:83]1)([C:76]([CH3:79])([CH3:78])[CH3:77])([CH3:75])[CH3:74]. (2) The reactants are Br[C:2]1[CH:3]=[N:4][CH:5]=[C:6]([O:8][CH:9]([CH3:11])[CH3:10])[CH:7]=1.[CH3:12][N:13](C(OC(C)(C)C)=O)[C@H:14]([CH2:16][CH:17]=[CH2:18])[CH3:15].C([O-])([O-])=O.[K+].[K+].[OH:32][C:33]1[CH:41]=[CH:40][C:36]([C:37]([OH:39])=[O:38])=[CH:35][CH:34]=1. The catalyst is C([O-])(=O)C.[Pd+2].C([O-])(=O)C.C1(C)C=CC=CC=1P(C1C=CC=CC=1C)C1C=CC=CC=1C.CN(C=O)C. The product is [OH:32][C:33]1[CH:41]=[CH:40][C:36]([C:37]([OH:39])=[O:38])=[CH:35][CH:34]=1.[CH3:12][NH:13][C@H:14]([CH2:16]/[CH:17]=[CH:18]/[C:2]1[CH:3]=[N:4][CH:5]=[C:6]([O:8][CH:9]([CH3:11])[CH3:10])[CH:7]=1)[CH3:15]. The yield is 0.616.